From a dataset of Peptide-MHC class II binding affinity with 134,281 pairs from IEDB. Regression. Given a peptide amino acid sequence and an MHC pseudo amino acid sequence, predict their binding affinity value. This is MHC class II binding data. (1) The peptide sequence is DDPNVAPRALVTNAD. The MHC is H-2-IAd with pseudo-sequence H-2-IAd. The binding affinity (normalized) is 0.333. (2) The peptide sequence is GAIWRIDPKKPLKGP. The MHC is DRB1_0901 with pseudo-sequence DRB1_0901. The binding affinity (normalized) is 0.195. (3) The peptide sequence is LENDNQLLYNYPGAL. The MHC is DRB3_0202 with pseudo-sequence DRB3_0202. The binding affinity (normalized) is 0.435. (4) The peptide sequence is IKEKGKDKWIELKES. The MHC is HLA-DQA10501-DQB10301 with pseudo-sequence HLA-DQA10501-DQB10301. The binding affinity (normalized) is 0.164. (5) The peptide sequence is PTPVNIIGRNMLTQIGC. The MHC is HLA-DPA10201-DPB10501 with pseudo-sequence HLA-DPA10201-DPB10501. The binding affinity (normalized) is 0.290.